This data is from Full USPTO retrosynthesis dataset with 1.9M reactions from patents (1976-2016). The task is: Predict the reactants needed to synthesize the given product. (1) Given the product [F:32][C:31]([F:34])([F:33])[C:19]([OH:20])([OH:21])[CH:18]([O:17][C:13]1[CH:12]=[C:11]2[C:16](=[CH:15][CH:14]=1)[N:8]([C:5]1[CH:4]=[CH:3][C:2]([F:1])=[CH:7][CH:6]=1)[N:9]=[CH:10]2)[C:23]1[CH:28]=[CH:27][CH:26]=[CH:25][CH:24]=1, predict the reactants needed to synthesize it. The reactants are: [F:1][C:2]1[CH:7]=[CH:6][C:5]([N:8]2[C:16]3[C:11](=[CH:12][C:13]([O:17][CH:18]([C:23]4[CH:28]=[CH:27][CH:26]=[CH:25][CH:24]=4)[C:19]([O:21]C)=[O:20])=[CH:14][CH:15]=3)[CH:10]=[N:9]2)=[CH:4][CH:3]=1.C[Si](C)(C)[C:31]([F:34])([F:33])[F:32].[F-].[Cs+].CCCC[N+](CCCC)(CCCC)CCCC.[F-]. (2) Given the product [C:13]([O:17][C:18]([N:20]1[C:28]2[CH:27]=[CH:26][N:25]=[CH:24][C:23]=2[CH:22]=[C:21]1[CH2:29][N:30]1[CH2:34][CH2:33][C@H:32]([NH:35][S:9]([CH:8]=[CH:7][C:5]2[S:6][C:2]([Cl:1])=[CH:3][CH:4]=2)(=[O:11])=[O:10])[C:31]1=[O:36])=[O:19])([CH3:16])([CH3:14])[CH3:15], predict the reactants needed to synthesize it. The reactants are: [Cl:1][C:2]1[S:6][C:5]([CH:7]=[CH:8][S:9](Cl)(=[O:11])=[O:10])=[CH:4][CH:3]=1.[C:13]([O:17][C:18]([N:20]1[C:28]2[CH:27]=[CH:26][N:25]=[CH:24][C:23]=2[CH:22]=[C:21]1[CH2:29][N:30]1[CH2:34][CH2:33][C@H:32]([NH2:35])[C:31]1=[O:36])=[O:19])([CH3:16])([CH3:15])[CH3:14]. (3) Given the product [F:19][C:5]1[C:4]([CH2:3][OH:2])=[CH:9][CH:8]=[C:7]([NH:10][C:11]2[CH:12]=[N:13][C:14]([O:17][CH3:18])=[CH:15][CH:16]=2)[N:6]=1, predict the reactants needed to synthesize it. The reactants are: C[O:2][C:3](=O)[C:4]1[CH:9]=[CH:8][C:7]([NH:10][C:11]2[CH:12]=[N:13][C:14]([O:17][CH3:18])=[CH:15][CH:16]=2)=[N:6][C:5]=1[F:19].[AlH4-].[Li+].O.O.O.O.O.O.O.O.O.O.S([O-])([O-])(=O)=O.[Na+].[Na+]. (4) Given the product [F:1][C:2]1[CH:10]=[C:9]([I:11])[C:8]([OH:12])=[CH:7][C:3]=1[C:4]([O:6][CH3:17])=[O:5], predict the reactants needed to synthesize it. The reactants are: [F:1][C:2]1[CH:10]=[C:9]([I:11])[C:8]([OH:12])=[CH:7][C:3]=1[C:4]([OH:6])=[O:5].S(Cl)(Cl)=O.[CH3:17]O. (5) Given the product [Cl:8][C:9]1[CH:14]=[CH:13][CH:12]=[CH:11][C:10]=1[C@H:15]([N:17]([CH2:28][C:24]1[N:23]([C:19]2[S:18][CH:2]=[CH:3][N:20]=2)[CH:27]=[CH:26][CH:25]=1)[CH2:28][C:24]1[N:23]([C:19]2[S:18][CH:22]=[CH:21][N:20]=2)[CH:27]=[CH:26][CH:25]=1)[CH3:16], predict the reactants needed to synthesize it. The reactants are: F[C:2](F)(F)[C:3]([O-])=O.[Cl:8][C:9]1[CH:14]=[CH:13][CH:12]=[CH:11][C:10]=1[C@H:15]([NH2:17])[CH3:16].[S:18]1[CH:22]=[CH:21][N:20]=[C:19]1[N:23]1[CH:27]=[CH:26][CH:25]=[C:24]1[CH:28]=O. (6) Given the product [N:20]1([CH2:2][C:3]([NH:5][C:6]2[CH:11]=[C:10]([N+:12]([O-:14])=[O:13])[CH:9]=[CH:8][C:7]=2[O:15][C:16]([F:19])([F:18])[F:17])=[O:4])[CH2:25][CH2:24][O:23][CH2:22][CH2:21]1, predict the reactants needed to synthesize it. The reactants are: Cl[CH2:2][C:3]([NH:5][C:6]1[CH:11]=[C:10]([N+:12]([O-:14])=[O:13])[CH:9]=[CH:8][C:7]=1[O:15][C:16]([F:19])([F:18])[F:17])=[O:4].[NH:20]1[CH2:25][CH2:24][O:23][CH2:22][CH2:21]1.C(N(CC)CC)C.[I-].[K+]. (7) Given the product [NH2:1][C:4]1[CH:9]=[CH:8][C:7]([S:10][CH:11]2[CH2:12][CH2:13][N:14]([C:17]([O:19][C:20]([CH3:23])([CH3:22])[CH3:21])=[O:18])[CH2:15][CH2:16]2)=[CH:6][CH:5]=1, predict the reactants needed to synthesize it. The reactants are: [N+:1]([C:4]1[CH:9]=[CH:8][C:7]([S:10][CH:11]2[CH2:16][CH2:15][N:14]([C:17]([O:19][C:20]([CH3:23])([CH3:22])[CH3:21])=[O:18])[CH2:13][CH2:12]2)=[CH:6][CH:5]=1)([O-])=O.